The task is: Predict the reactants needed to synthesize the given product.. This data is from Full USPTO retrosynthesis dataset with 1.9M reactions from patents (1976-2016). (1) The reactants are: [Cl:1][C:2]1[CH:9]=[C:8](B2OC(C)(C)C(C)(C)O2)[CH:7]=[CH:6][C:3]=1[C:4]#[N:5].Br[C:20]1[CH:27]=[N:26][CH:25]=[C:24]([F:28])[C:21]=1[CH:22]=[O:23].C([O-])([O-])=O.[Na+].[Na+]. Given the product [Cl:1][C:2]1[CH:9]=[C:8]([C:20]2[CH:27]=[N:26][CH:25]=[C:24]([F:28])[C:21]=2[CH:22]=[O:23])[CH:7]=[CH:6][C:3]=1[C:4]#[N:5], predict the reactants needed to synthesize it. (2) Given the product [Cl:8][C:6]1[N:5]=[CH:4][N:3]=[C:2]([NH:9][C:10]2[N:11]=[CH:12][C:13]([C:16]#[N:17])=[N:14][CH:15]=2)[CH:7]=1, predict the reactants needed to synthesize it. The reactants are: Cl[C:2]1[CH:7]=[C:6]([Cl:8])[N:5]=[CH:4][N:3]=1.[NH2:9][C:10]1[CH:15]=[N:14][C:13]([C:16]#[N:17])=[CH:12][N:11]=1.C[Si]([N-][Si](C)(C)C)(C)C.[Li+]. (3) Given the product [Si:28]([O:18][C:13]1[CH:12]=[C:11]([C:10]2[C:3]3[C:4](=[N:5][CH:6]=[N:7][C:2]=3[NH2:1])[NH:8][N:9]=2)[CH:16]=[C:15]([F:17])[CH:14]=1)([C:24]([CH3:27])([CH3:26])[CH3:25])([CH3:30])[CH3:29], predict the reactants needed to synthesize it. The reactants are: [NH2:1][C:2]1[N:7]=[CH:6][N:5]=[C:4]2[NH:8][N:9]=[C:10]([C:11]3[CH:12]=[C:13]([OH:18])[CH:14]=[C:15]([F:17])[CH:16]=3)[C:3]=12.N1C=CN=C1.[C:24]([Si:28](Cl)([CH3:30])[CH3:29])([CH3:27])([CH3:26])[CH3:25]. (4) Given the product [F:1][C:2]1[CH:7]=[CH:6][C:5]([N:8]2[CH2:13][CH2:12][O:11][CH2:10][CH2:9]2)=[CH:4][C:3]=1[NH2:14], predict the reactants needed to synthesize it. The reactants are: [F:1][C:2]1[CH:7]=[CH:6][C:5]([N:8]2[CH2:13][CH2:12][O:11][CH2:10][CH2:9]2)=[CH:4][C:3]=1[NH:14]C(=O)OC(C)(C)C.Cl. (5) Given the product [CH3:7][N:8]1[CH2:13][CH2:12][N:11]([C:15]2[CH:22]=[CH:21][C:18]([CH:19]=[O:20])=[CH:17][CH:16]=2)[CH2:10][CH2:9]1, predict the reactants needed to synthesize it. The reactants are: C(=O)([O-])[O-].[K+].[K+].[CH3:7][N:8]1[CH2:13][CH2:12][NH:11][CH2:10][CH2:9]1.F[C:15]1[CH:22]=[CH:21][C:18]([CH:19]=[O:20])=[CH:17][CH:16]=1.